Dataset: Full USPTO retrosynthesis dataset with 1.9M reactions from patents (1976-2016). Task: Predict the reactants needed to synthesize the given product. (1) Given the product [CH2:1]([O:6][C:7]1[CH:12]=[C:11]([O:13][CH2:27][CH:28]2[O:29][CH2:30]2)[CH:10]=[CH:9][C:8]=1[C:14]12[CH2:15][CH:16]3[CH2:22][CH:20]([CH2:19][CH:18]([CH2:17]3)[CH2:23]1)[CH2:21]2)[CH:3]1[O:5][CH2:4]1, predict the reactants needed to synthesize it. The reactants are: [CH2:1]([CH:3]1[O:5][CH2:4]1)Cl.[OH:6][C:7]1[CH:12]=[C:11]([OH:13])[CH:10]=[CH:9][C:8]=1[C:14]12[CH2:23][CH:18]3[CH2:19][CH:20]([CH2:22][CH:16]([CH2:17]3)[CH2:15]1)[CH2:21]2.[OH-].[Na+].C[CH2:27][C:28]([CH3:30])=[O:29]. (2) Given the product [N:21]1[C:22]2[C:27](=[CH:26][CH:25]=[CH:24][CH:23]=2)[CH:28]=[CH:29][C:20]=1[CH2:19][O:1][C:2]1[CH:6]=[C:5]([C:7]([O:9][CH3:10])=[O:8])[NH:4][N:3]=1, predict the reactants needed to synthesize it. The reactants are: [OH:1][C:2]1[CH:6]=[C:5]([C:7]([O:9][CH3:10])=[O:8])[NH:4][N:3]=1.C(=O)([O-])[O-].[K+].[K+].Cl.Cl[CH2:19][C:20]1[CH:29]=[CH:28][C:27]2[C:22](=[CH:23][CH:24]=[CH:25][CH:26]=2)[N:21]=1.CN(C)C=O. (3) Given the product [Cl:14][C:7]1[NH:6][C:5]2[CH:10]=[CH:11][C:2]([F:1])=[CH:3][C:4]=2[N:8]=1, predict the reactants needed to synthesize it. The reactants are: [F:1][C:2]1[CH:11]=[CH:10][C:5]2[NH:6][C:7](=O)[NH:8][C:4]=2[CH:3]=1.P(Cl)(Cl)([Cl:14])=O. (4) Given the product [C:1]([C:3]1([NH:6][C:7]([C@@H:9]2[CH2:13][C@@H:12]([S:14]([C:17]3[CH:22]=[CH:21][C:20]([O:37][C@@H:35]([CH3:36])[C:34]([F:39])([F:38])[F:33])=[CH:19][C:18]=3[Cl:24])(=[O:16])=[O:15])[CH2:11][C@H:10]2[C:25]([N:27]2[CH2:30][C:29]([F:32])([F:31])[CH2:28]2)=[O:26])=[O:8])[CH2:5][CH2:4]1)#[N:2], predict the reactants needed to synthesize it. The reactants are: [C:1]([C:3]1([NH:6][C:7]([C@@H:9]2[CH2:13][C@@H:12]([S:14]([C:17]3[CH:22]=[CH:21][C:20](F)=[CH:19][C:18]=3[Cl:24])(=[O:16])=[O:15])[CH2:11][C@H:10]2[C:25]([N:27]2[CH2:30][C:29]([F:32])([F:31])[CH2:28]2)=[O:26])=[O:8])[CH2:5][CH2:4]1)#[N:2].[F:33][C:34]([F:39])([F:38])[C@@H:35]([OH:37])[CH3:36]. (5) The reactants are: [O:1]1[C:11]2C=CC=[C:7](C(O)=O)[C:6]=2[CH:5]=[CH:4][C:2]1=[O:3].[NH2:15][C:16]1([C:22]([OH:24])=[O:23])[CH2:21][CH2:20][CH2:19][CH2:18][CH2:17]1.C(N(CC)CC)C.C(OCC)(=[O:34])C. Given the product [O:3]=[C:2]1[CH:4]=[CH:5][C:6]([C:7]([NH:15][C:16]2([C:22]([OH:24])=[O:23])[CH2:21][CH2:20][CH2:19][CH2:18][CH2:17]2)=[O:34])=[CH:11][O:1]1, predict the reactants needed to synthesize it. (6) Given the product [C:1]([O:5][C@@H:6]([C:11]1[C:12]([CH3:42])=[CH:13][C:14]2[N:15]([CH:25]=[C:26]([C:28]3[S:52][C:31]([CH2:32][C:33]4[CH:38]=[CH:37][C:36]([F:39])=[CH:35][CH:34]=4)=[CH:30][N:29]=3)[N:27]=2)[C:16]=1[N:17]1[CH2:22][CH2:21][C:20]([CH3:24])([CH3:23])[CH2:19][CH2:18]1)[C:7]([OH:9])=[O:8])([CH3:4])([CH3:3])[CH3:2], predict the reactants needed to synthesize it. The reactants are: [C:1]([O:5][C@@H:6]([C:11]1[C:12]([CH3:42])=[CH:13][C:14]2[N:15]([CH:25]=[C:26]([C:28](=O)[NH:29][CH2:30][C:31](=O)[CH2:32][C:33]3[CH:38]=[CH:37][C:36]([F:39])=[CH:35][CH:34]=3)[N:27]=2)[C:16]=1[N:17]1[CH2:22][CH2:21][C:20]([CH3:24])([CH3:23])[CH2:19][CH2:18]1)[C:7]([O:9]C)=[O:8])([CH3:4])([CH3:3])[CH3:2].COC1C=CC(P2(SP(C3C=CC(OC)=CC=3)(=S)S2)=[S:52])=CC=1.[OH-].[Na+]. (7) Given the product [CH:25]1([CH2:24][N:7]2[CH:8]=[C:3]([O:2][CH3:1])[C:4](=[O:20])[C:5]([C:9]3[N:13]([C:14]4[CH:19]=[CH:18][CH:17]=[CH:16][CH:15]=4)[N:12]=[CH:11][CH:10]=3)=[N:6]2)[CH2:27][CH2:26]1, predict the reactants needed to synthesize it. The reactants are: [CH3:1][O:2][C:3]1[C:4]([OH:20])=[C:5]([C:9]2[N:13]([C:14]3[CH:19]=[CH:18][CH:17]=[CH:16][CH:15]=3)[N:12]=[CH:11][CH:10]=2)[N:6]=[N:7][CH:8]=1.[H-].[Na+].Br[CH2:24][CH:25]1[CH2:27][CH2:26]1.CO.